Dataset: Kir2.1 potassium channel HTS with 301,493 compounds. Task: Binary Classification. Given a drug SMILES string, predict its activity (active/inactive) in a high-throughput screening assay against a specified biological target. (1) The molecule is s1c(N2CCN(CC2)c2c(F)cccc2)nc2c(scc2)c1=O. The result is 0 (inactive). (2) The drug is O1CCN(CC1)Cc1c(OC)ccc(c1)/C=N\NC(=O)c1c2c(nc(c1)c1cc(OCC)ccc1)cccc2. The result is 0 (inactive).